This data is from Aqueous solubility values for 9,982 compounds from the AqSolDB database. The task is: Regression/Classification. Given a drug SMILES string, predict its absorption, distribution, metabolism, or excretion properties. Task type varies by dataset: regression for continuous measurements (e.g., permeability, clearance, half-life) or binary classification for categorical outcomes (e.g., BBB penetration, CYP inhibition). For this dataset (solubility_aqsoldb), we predict Y. (1) The molecule is CCCCC(CC)CO. The Y is -2.16 log mol/L. (2) The molecule is CC(=O)Oc1ccc(Br)cc1C(=O)O. The Y is -2.59 log mol/L. (3) The compound is C/C=C(\C)C(=O)OCCC(C)CCC=C(C)C. The Y is -5.79 log mol/L. (4) The drug is CCOC(=O)c1ccc(O)c(Br)c1. The Y is -3.39 log mol/L. (5) The drug is CCCOC(=O)c1ccc(O)c(I)c1. The Y is -3.69 log mol/L. (6) The drug is C#CC. The Y is -1.04 log mol/L.